From a dataset of hERG potassium channel inhibition data for cardiac toxicity prediction from Karim et al.. Regression/Classification. Given a drug SMILES string, predict its toxicity properties. Task type varies by dataset: regression for continuous values (e.g., LD50, hERG inhibition percentage) or binary classification for toxic/non-toxic outcomes (e.g., AMES mutagenicity, cardiotoxicity, hepatotoxicity). Dataset: herg_karim. (1) The molecule is Cc1ncc(-c2nc(Nc3ccc(C(=O)NCCN(C)C)cc3)ncc2F)n1C(C)C. The result is 0 (non-blocker). (2) The drug is O=c1cc(-c2ccccc2)oc2cc(O)c(O)c(O)c12. The result is 0 (non-blocker). (3) The compound is NC(=O)Nc1sc(-c2ccccc2)cc1C(=O)NC1CCCNC1. The result is 0 (non-blocker).